From a dataset of Full USPTO retrosynthesis dataset with 1.9M reactions from patents (1976-2016). Predict the reactants needed to synthesize the given product. (1) Given the product [C:18]([C:15]1[N:14]=[CH:13][C:12]([NH:11][C:4]2[C:5]3[CH2:10][N:9]([C:23]4[C:28]([Cl:29])=[CH:27][CH:26]=[CH:25][N:24]=4)[CH2:8][CH2:7][C:6]=3[N:1]=[CH:2][N:3]=2)=[CH:17][CH:16]=1)([CH3:21])([CH3:20])[CH3:19], predict the reactants needed to synthesize it. The reactants are: [N:1]1[C:6]2[CH2:7][CH2:8][NH:9][CH2:10][C:5]=2[C:4]([NH:11][C:12]2[CH:13]=[N:14][C:15]([C:18]([CH3:21])([CH3:20])[CH3:19])=[CH:16][CH:17]=2)=[N:3][CH:2]=1.Cl[C:23]1[C:28]([Cl:29])=[CH:27][CH:26]=[CH:25][N:24]=1. (2) Given the product [CH3:46][N:45]1[C:41]([C:2]2[C:3]([CH3:21])=[C:4]([CH:18]=[CH:19][CH:20]=2)[C:5]([NH:7][CH2:8][C:9]2[C:10](=[O:17])[NH:11][C:12]([CH3:16])=[CH:13][C:14]=2[CH3:15])=[O:6])=[C:42]([CH3:47])[N:43]=[CH:44]1, predict the reactants needed to synthesize it. The reactants are: Br[C:2]1[C:3]([CH3:21])=[C:4]([CH:18]=[CH:19][CH:20]=1)[C:5]([NH:7][CH2:8][C:9]1[C:10](=[O:17])[NH:11][C:12]([CH3:16])=[CH:13][C:14]=1[CH3:15])=[O:6].B1(B2OC(C)(C)C(C)(C)O2)OC(C)(C)C(C)(C)O1.Br[C:41]1[N:45]([CH3:46])[CH:44]=[N:43][C:42]=1[CH3:47].[OH-].[Na+].C12(P(C34CC5CC(CC(C5)C3)C4)CCCC)CC3CC(CC(C3)C1)C2. (3) Given the product [F:1][C:2]1[C:7]([F:8])=[CH:6][CH:5]=[CH:4][C:3]=1[CH2:9][CH2:10][C:11]1[N:16]([CH2:17][C:18]([N:39]([CH2:40][C:41]2[CH:46]=[CH:45][C:44]([C:47]3[CH:48]=[CH:49][C:50]([C:53]([F:55])([F:56])[F:54])=[CH:51][CH:52]=3)=[CH:43][CH:42]=2)[CH:36]2[CH2:37][CH2:38][N:33]([C:27]([CH3:26])([CH3:32])[C:28]([O:30][CH3:31])=[O:29])[CH2:34][CH2:35]2)=[O:19])[C:15]2[N:21]=[CH:22][CH:23]=[CH:24][C:14]=2[C:13](=[O:25])[N:12]=1, predict the reactants needed to synthesize it. The reactants are: [F:1][C:2]1[C:7]([F:8])=[CH:6][CH:5]=[CH:4][C:3]=1[CH2:9][CH2:10][C:11]1[N:16]([CH2:17][C:18](O)=[O:19])[C:15]2[N:21]=[CH:22][CH:23]=[CH:24][C:14]=2[C:13](=[O:25])[N:12]=1.[CH3:26][C:27]([N:33]1[CH2:38][CH2:37][CH:36]([NH:39][CH2:40][C:41]2[CH:46]=[CH:45][C:44]([C:47]3[CH:52]=[CH:51][C:50]([C:53]([F:56])([F:55])[F:54])=[CH:49][CH:48]=3)=[CH:43][CH:42]=2)[CH2:35][CH2:34]1)([CH3:32])[C:28]([O:30][CH3:31])=[O:29].CCN(C(C)C)C(C)C.CN(C(ON1N=NC2C=CC=NC1=2)=[N+](C)C)C.F[P-](F)(F)(F)(F)F.C(=O)([O-])[O-].[Na+].[Na+]. (4) Given the product [C:22]([O:21][C:19](=[O:20])[N:17]([CH3:18])[CH:14]1[CH2:15][CH2:16][NH:11][CH2:12][CH2:13]1)([CH3:25])([CH3:24])[CH3:23], predict the reactants needed to synthesize it. The reactants are: C(OC([N:11]1[CH2:16][CH2:15][CH:14]([N:17]([C:19]([O:21][C:22]([CH3:25])([CH3:24])[CH3:23])=[O:20])[CH3:18])[CH2:13][CH2:12]1)=O)C1C=CC=CC=1. (5) Given the product [NH2:13][C:14]1[N:15]([C:1]([O:7][C:8]([CH3:9])([CH3:10])[CH3:11])=[O:12])[N:16]=[C:17]([CH3:19])[CH:18]=1, predict the reactants needed to synthesize it. The reactants are: [C:1](=[O:12])([O:7][C:8]([CH3:11])([CH3:10])[CH3:9])OC(C)(C)C.[NH2:13][C:14]1[CH:18]=[C:17]([CH3:19])[NH:16][N:15]=1.[OH-].[K+]. (6) Given the product [N:1]1([C:7]2[N:12]=[C:11]([O:13][CH:14]3[CH2:15][CH2:16][O:17][CH2:18][CH2:19]3)[N:10]=[C:9]([C:20]3[CH:26]=[CH:25][C:23]([NH:24][C:34]([NH:33][C:29]4[CH:28]=[N:27][CH:32]=[CH:31][CH:30]=4)=[O:35])=[CH:22][CH:21]=3)[N:8]=2)[CH2:2][CH2:3][O:4][CH2:5][CH2:6]1, predict the reactants needed to synthesize it. The reactants are: [N:1]1([C:7]2[N:12]=[C:11]([O:13][CH:14]3[CH2:19][CH2:18][O:17][CH2:16][CH2:15]3)[N:10]=[C:9]([C:20]3[CH:26]=[CH:25][C:23]([NH2:24])=[CH:22][CH:21]=3)[N:8]=2)[CH2:6][CH2:5][O:4][CH2:3][CH2:2]1.[N:27]1[CH:32]=[CH:31][CH:30]=[C:29]([N:33]=[C:34]=[O:35])[CH:28]=1.